Dataset: Full USPTO retrosynthesis dataset with 1.9M reactions from patents (1976-2016). Task: Predict the reactants needed to synthesize the given product. (1) Given the product [Cl:1][C:2]1[CH:3]=[C:4]([S:9][C:10]2[CH:18]=[CH:17][C:13]([C:14]([NH:23][S:20]([CH3:19])(=[O:22])=[O:21])=[O:15])=[CH:12][CH:11]=2)[CH:5]=[CH:6][C:7]=1[Cl:8], predict the reactants needed to synthesize it. The reactants are: [Cl:1][C:2]1[CH:3]=[C:4]([S:9][C:10]2[CH:18]=[CH:17][C:13]([C:14](O)=[O:15])=[CH:12][CH:11]=2)[CH:5]=[CH:6][C:7]=1[Cl:8].[CH3:19][S:20]([NH2:23])(=[O:22])=[O:21]. (2) Given the product [CH3:1][C:2]1[CH:3]=[C:4]([CH:15]=[CH:16][C:17]=1[S:18][CH3:19])[O:5][C:6]1[CH:14]=[N:13][CH:12]=[CH:11][C:7]=1[C:8]([NH2:10])=[O:9], predict the reactants needed to synthesize it. The reactants are: [CH3:1][C:2]1[CH:3]=[C:4]([CH:15]=[CH:16][C:17]=1[S:18][CH3:19])[O:5][C:6]1[CH:14]=[N:13][CH:12]=[CH:11][C:7]=1[C:8]([NH2:10])=[O:9].C1N=CN(C(N2C=NC=C2)=O)C=1.CN. (3) Given the product [Br:3][C:4]1[CH:5]=[C:6]([I:1])[C:7]([NH2:10])=[N:8][CH:9]=1, predict the reactants needed to synthesize it. The reactants are: [I:1]I.[Br:3][C:4]1[CH:5]=[CH:6][C:7]([NH2:10])=[N:8][CH:9]=1. (4) Given the product [F:19][C:16]([F:18])([F:17])[C:13]1[N:11]2[CH:12]=[C:7]([N:1]3[CH2:2][CH2:3][N:4]([CH2:20][C:22]4[CH:29]=[CH:28][C:25]([C:26]#[N:27])=[CH:24][CH:23]=4)[CH2:5][CH2:6]3)[CH:8]=[CH:9][C:10]2=[N:15][N:14]=1, predict the reactants needed to synthesize it. The reactants are: [N:1]1([C:7]2[CH:8]=[CH:9][C:10]3[N:11]([C:13]([C:16]([F:19])([F:18])[F:17])=[N:14][N:15]=3)[CH:12]=2)[CH2:6][CH2:5][NH:4][CH2:3][CH2:2]1.[CH:20]([C:22]1[CH:29]=[CH:28][C:25]([C:26]#[N:27])=[CH:24][CH:23]=1)=O. (5) Given the product [Br:25][CH2:14][C:13]1[C:8]([C:5]2[CH:6]=[CH:7][C:2]([F:1])=[CH:3][CH:4]=2)=[N:9][C:10]([N:19]([CH3:24])[S:20]([CH3:23])(=[O:22])=[O:21])=[N:11][C:12]=1[CH:16]([CH3:18])[CH3:17], predict the reactants needed to synthesize it. The reactants are: [F:1][C:2]1[CH:7]=[CH:6][C:5]([C:8]2[C:13]([CH2:14]O)=[C:12]([CH:16]([CH3:18])[CH3:17])[N:11]=[C:10]([N:19]([CH3:24])[S:20]([CH3:23])(=[O:22])=[O:21])[N:9]=2)=[CH:4][CH:3]=1.[BrH:25]. (6) The reactants are: C(OC([N:8]1[CH2:12][CH2:11][C@@H:10]([NH:13][C:14]2[C:15]3[S:28][C:27](Br)=[C:26]([CH3:30])[C:16]=3[N:17]=[C:18]([C:20]3[CH:25]=[CH:24][N:23]=[CH:22][CH:21]=3)[N:19]=2)[CH2:9]1)=O)(C)(C)C.CC(C#C)C[OH:34].[C:37]1(P(C2C=CC=CC=2)C2C=CC=CC=2)[CH:42]=CC=C[CH:38]=1.C(N[CH2:59][CH3:60])C. Given the product [CH3:38][C:37]([OH:34])([C:59]#[C:60][C:27]1[S:28][C:15]2[C:14]([NH:13][C@@H:10]3[CH2:11][CH2:12][NH:8][CH2:9]3)=[N:19][C:18]([C:20]3[CH:25]=[CH:24][N:23]=[CH:22][CH:21]=3)=[N:17][C:16]=2[C:26]=1[CH3:30])[CH3:42], predict the reactants needed to synthesize it. (7) Given the product [CH3:1][O:2][C:3]1[C:8]([O:9][CH2:10][CH2:11][O:12][CH3:13])=[CH:7][CH:6]=[CH:5][C:4]=1[CH:14]([C:17](=[O:19])[CH3:18])[C:15]#[N:16], predict the reactants needed to synthesize it. The reactants are: [CH3:1][O:2][C:3]1[C:8]([O:9][CH2:10][CH2:11][O:12][CH3:13])=[CH:7][CH:6]=[CH:5][C:4]=1[CH2:14][C:15]#[N:16].[C:17](OCC)(=[O:19])[CH3:18]. (8) Given the product [O:10]=[C:2]1[NH:3][C:4]2=[N:5][CH:6]=[CH:7][CH:8]=[C:9]2[O:1]1.[CH3:25][CH2:24][CH:23]([C:2]([NH2:3])=[O:1])[CH2:22][CH2:21][CH2:20][CH2:19][CH2:18][CH2:17][CH2:16][CH2:15][CH3:14], predict the reactants needed to synthesize it. The reactants are: [O:1]1[C:9]2[C:4](=[N:5][CH:6]=[CH:7][CH:8]=2)[NH:3][C:2]1=[O:10].N([CH2:14][CH2:15][CH2:16][CH2:17][CH2:18][CH2:19][CH2:20][CH2:21][CH2:22][CH2:23][CH2:24][CH3:25])=C=O. (9) Given the product [Cl:1][C:2]1[CH:7]=[C:6]([NH:10][C:11]2[CH:21]=[CH:20][CH:19]=[CH:18][C:12]=2[C:13]([NH:15][O:16][CH3:17])=[O:14])[C:5]([Cl:9])=[CH:4][N:3]=1, predict the reactants needed to synthesize it. The reactants are: [Cl:1][C:2]1[CH:7]=[C:6](I)[C:5]([Cl:9])=[CH:4][N:3]=1.[NH2:10][C:11]1[CH:21]=[CH:20][CH:19]=[CH:18][C:12]=1[C:13]([NH:15][O:16][CH3:17])=[O:14].[O-]P([O-])([O-])=O.[K+].[K+].[K+]. (10) Given the product [C:1]([C:3]([CH3:39])([CH3:38])[C:4]1[CH:5]=[C:6]2[C:11](=[C:12]([C:14]3[CH:15]=[C:16]([CH2:20][CH:21]([C:28]4[CH:29]=[CH:30][C:31]([S:34]([CH3:37])(=[O:36])=[O:35])=[CH:32][CH:33]=4)[C:22]([NH:24][CH:25]([CH3:27])[CH3:26])=[O:23])[CH:17]=[CH:18][CH:19]=3)[CH:13]=1)[N:10]=[CH:9][CH:8]=[CH:7]2)#[N:2], predict the reactants needed to synthesize it. The reactants are: [C:1]([C:3]([CH3:39])([CH3:38])[C:4]1[CH:5]=[C:6]2[C:11](=[C:12]([C:14]3[CH:15]=[C:16]([CH:20]=[C:21]([C:28]4[CH:33]=[CH:32][C:31]([S:34]([CH3:37])(=[O:36])=[O:35])=[CH:30][CH:29]=4)[C:22]([NH:24][CH:25]([CH3:27])[CH3:26])=[O:23])[CH:17]=[CH:18][CH:19]=3)[CH:13]=1)[N:10]=[CH:9][CH:8]=[CH:7]2)#[N:2].